Dataset: Reaction yield outcomes from USPTO patents with 853,638 reactions. Task: Predict the reaction yield, written as a fraction of the theoretical maximum amount of product (1.0 means a 100% yield; for example, 0.34 means a 34% yield). (1) The reactants are [F:1][C:2]1[CH:7]=[CH:6][C:5]([C:8]#[CH:9])=[CH:4][CH:3]=1.C(N(CC)CC)C.[Cl:17][C:18]1[CH:19]=[C:20](OS(C(F)(F)F)(=O)=O)[CH:21]=[N:22][CH:23]=1.C(OCC)(=O)C. The catalyst is [Cu]I.C1(C=CC=CC=1)[P](C1C=CC=CC=1)(C1C=CC=CC=1)[Pd][P](C1C=CC=CC=1)(C1C=CC=CC=1)C1C=CC=CC=1. The product is [Cl:17][C:18]1[CH:23]=[N:22][CH:21]=[C:20]([C:9]#[C:8][C:5]2[CH:6]=[CH:7][C:2]([F:1])=[CH:3][CH:4]=2)[CH:19]=1. The yield is 0.650. (2) The reactants are [CH:1]1[C:6]2[CH:7]([CH2:10][C:11]#[N:12])[CH2:8][CH2:9][C:5]=2[CH:4]=[CH:3][N:2]=1.[NH2:13]OC1C=CC([N+]([O-])=O)=CC=1[N+]([O-])=O.[C:27]([O:32][CH2:33][CH3:34])(=[O:31])[C:28]#[C:29][CH3:30].C(=O)([O-])[O-].[K+].[K+]. The catalyst is C(#N)C.O. The product is [C:11]([CH2:10][CH:7]1[C:6]2[C:1]3[N:2]([N:13]=[C:29]([CH3:30])[C:28]=3[C:27]([O:32][CH2:33][CH3:34])=[O:31])[CH:3]=[CH:4][C:5]=2[CH2:9][CH2:8]1)#[N:12]. The yield is 0.320. (3) The reactants are [F:1][C:2]1[CH:3]=[C:4]2[C:8](=[C:9]([I:11])[CH:10]=1)[N:7](C(OC(C)(C)C)=O)[CH2:6][CH2:5]2.[OH-].[Na+]. The catalyst is Cl.O1CCOCC1. The product is [F:1][C:2]1[CH:3]=[C:4]2[C:8](=[C:9]([I:11])[CH:10]=1)[NH:7][CH2:6][CH2:5]2. The yield is 0.600. (4) The reactants are [NH2:1][C:2]1[CH:3]=[C:4]2[C:20](=[O:21])[NH:19][N:18]=[CH:17][C:6]3=[C:7]([C:11]4[CH:16]=[CH:15][CH:14]=[CH:13][CH:12]=4)[NH:8][C:9]([CH:10]=1)=[C:5]23.[C:22](O)(=[O:28])/[CH:23]=[CH:24]/[CH:25]=[CH:26]/[CH3:27].C(N(CC)CC)C.F[P-](F)(F)(F)(F)F.N1(OC(N(C)C)=[N+](C)C)C2N=CC=CC=2N=N1. The catalyst is C(Cl)Cl.CN(C)C=O.CO. The yield is 0.160. The product is [O:21]=[C:20]1[C:4]2[C:5]3[C:6](=[C:7]([C:11]4[CH:12]=[CH:13][CH:14]=[CH:15][CH:16]=4)[NH:8][C:9]=3[CH:10]=[C:2]([NH:1][C:22](=[O:28])/[CH:23]=[CH:24]/[CH:25]=[CH:26]/[CH3:27])[CH:3]=2)[CH:17]=[N:18][NH:19]1. (5) The reactants are [CH3:1][C:2]1[CH:11]=[CH:10][CH:9]=[C:8]2[C:3]=1[CH2:4][CH2:5][C:6]([NH2:15])([C:12]([OH:14])=[O:13])[CH2:7]2.C(N(CC)CC)C.[C:23](=O)([O:39]N1C(=O)CCC1=O)[O:24][CH2:25][CH:26]1[C:38]2[CH:37]=[CH:36][CH:35]=[CH:34][C:33]=2[C:32]2[C:27]1=[CH:28][CH:29]=[CH:30][CH:31]=2. The catalyst is C(#N)C.O. The product is [C:23]([CH:7]1[C:8]2[C:3](=[C:2]([CH3:1])[CH:11]=[CH:10][CH:9]=2)[CH2:4][CH2:5][C:6]1([NH2:15])[C:12]([OH:14])=[O:13])([O:24][CH2:25][CH:26]1[C:27]2[C:32](=[CH:31][CH:30]=[CH:29][CH:28]=2)[C:33]2[C:38]1=[CH:37][CH:36]=[CH:35][CH:34]=2)=[O:39]. The yield is 0.740. (6) The reactants are [CH:1]12[O:9][CH:5]([CH2:6][NH:7][CH2:8]1)[CH2:4][N:3]([C:10]1[CH:15]=[CH:14][C:13]([NH:16][C:17]3[N:22]=[C:21]([C:23]4[N:27]5[CH:28]=[CH:29][CH:30]=[C:31]([F:32])[C:26]5=[N:25][CH:24]=4)[C:20]([Cl:33])=[CH:19][N:18]=3)=[C:12]([O:34][CH3:35])[CH:11]=1)[CH2:2]2.Br[CH2:37][CH2:38][CH2:39][OH:40].C(=O)([O-])[O-].[K+].[K+]. The catalyst is CN(C=O)C. The product is [Cl:33][C:20]1[C:21]([C:23]2[N:27]3[CH:28]=[CH:29][CH:30]=[C:31]([F:32])[C:26]3=[N:25][CH:24]=2)=[N:22][C:17]([NH:16][C:13]2[CH:14]=[CH:15][C:10]([N:3]3[CH2:4][CH:5]4[O:9][CH:1]([CH2:8][N:7]([CH2:37][CH2:38][CH2:39][OH:40])[CH2:6]4)[CH2:2]3)=[CH:11][C:12]=2[O:34][CH3:35])=[N:18][CH:19]=1. The yield is 0.790. (7) The reactants are [Br:1][C:2]1[C:3]([O:13][CH2:14][CH2:15][CH2:16][CH:17]=O)=[N:4][C:5]2[NH:6][C:7](=[O:12])[CH2:8][CH2:9][C:10]=2[CH:11]=1.Cl.[Cl:20][C:21]1[C:26]([Cl:27])=[CH:25][CH:24]=[CH:23][C:22]=1[N:28]1[CH2:33][CH2:32][NH:31][CH2:30][CH2:29]1.CCN(CC)CC.[BH-](OC(C)=O)(OC(C)=O)OC(C)=O.[Na+]. The catalyst is ClCCCl. The product is [Br:1][C:2]1[CH:11]=[C:10]2[C:5](=[N:4][C:3]=1[O:13][CH2:14][CH2:15][CH2:16][CH2:17][N:31]1[CH2:30][CH2:29][N:28]([C:22]3[CH:23]=[CH:24][CH:25]=[C:26]([Cl:27])[C:21]=3[Cl:20])[CH2:33][CH2:32]1)[NH:6][C:7](=[O:12])[CH2:8][CH2:9]2. The yield is 0.690. (8) The reactants are Cl[C:2]1[N:7]=[C:6]([Cl:8])[C:5]([C:9]([F:12])([F:11])[F:10])=[CH:4][N:3]=1.[CH3:13][S-:14].[Na+]. The catalyst is C1COCC1.[Cl-].[Zn+2].[Cl-]. The product is [Cl:8][C:6]1[C:5]([C:9]([F:12])([F:11])[F:10])=[CH:4][N:3]=[C:2]([S:14][CH3:13])[N:7]=1. The yield is 0.820.